Dataset: Forward reaction prediction with 1.9M reactions from USPTO patents (1976-2016). Task: Predict the product of the given reaction. (1) Given the reactants [N:1]1([C:5](=[O:36])[CH2:6][C:7]2[CH:34]=[CH:33][C:10]([O:11][CH2:12][CH2:13][C@@H:14]3[CH2:16][C@@H:15]3[CH:17]3[CH2:22][CH2:21][N:20](C(OCC4C=CC=CC=4)=O)[CH2:19][CH2:18]3)=[CH:9][C:8]=2[F:35])[CH2:4][CH2:3][CH2:2]1, predict the reaction product. The product is: [N:1]1([C:5](=[O:36])[CH2:6][C:7]2[CH:34]=[CH:33][C:10]([O:11][CH2:12][CH2:13][C@@H:14]3[CH2:16][C@@H:15]3[CH:17]3[CH2:18][CH2:19][NH:20][CH2:21][CH2:22]3)=[CH:9][C:8]=2[F:35])[CH2:4][CH2:3][CH2:2]1. (2) Given the reactants [F:1][C:2]([F:14])([F:13])[C:3]1[CH:11]=[C:7]([C:8]([OH:10])=[O:9])[C:6](N)=[CH:5][CH:4]=1.Cl.N([O-])=O.[Na+].[I-:20].[K+], predict the reaction product. The product is: [F:1][C:2]([F:14])([F:13])[C:3]1[CH:4]=[CH:5][C:6]([I:20])=[C:7]([CH:11]=1)[C:8]([OH:10])=[O:9]. (3) Given the reactants [CH3:1][O:2][C:3]([C:5]1[CH:10]=[CH:9][C:8]([C:11]2[CH:16]=[C:15]([CH2:17][O:18][CH2:19][CH2:20][CH3:21])[CH:14]=[C:13]([N+:22]([O-])=O)[CH:12]=2)=[CH:7][CH:6]=1)=[O:4], predict the reaction product. The product is: [CH3:1][O:2][C:3]([C:5]1[CH:6]=[CH:7][C:8]([C:11]2[CH:16]=[C:15]([CH2:17][O:18][CH2:19][CH2:20][CH3:21])[CH:14]=[C:13]([NH2:22])[CH:12]=2)=[CH:9][CH:10]=1)=[O:4]. (4) The product is: [CH3:18][N:15]([C:8]1[CH:9]=[CH:10][C:11]2[C:12]3[C:4](=[CH:3][C:2]([O:1][CH2:44][CH2:43][O:42][CH2:41][CH2:40][O:39][CH2:38][CH2:37][O:36][S:33]([C:30]4[CH:29]=[CH:28][C:27]([CH3:26])=[CH:32][CH:31]=4)(=[O:35])=[O:34])=[CH:14][CH:13]=3)[N:5]([C:19]([O:21][C:22]([CH3:25])([CH3:24])[CH3:23])=[O:20])[C:6]=2[CH:7]=1)[CH:16]=[O:17]. Given the reactants [OH:1][C:2]1[CH:14]=[CH:13][C:12]2[C:11]3[C:6](=[CH:7][C:8]([N:15]([CH3:18])[CH:16]=[O:17])=[CH:9][CH:10]=3)[N:5]([C:19]([O:21][C:22]([CH3:25])([CH3:24])[CH3:23])=[O:20])[C:4]=2[CH:3]=1.[CH3:26][C:27]1[CH:32]=[CH:31][C:30]([S:33]([O:36][CH2:37][CH2:38][O:39][CH2:40][CH2:41][O:42][CH2:43][CH2:44]F)(=[O:35])=[O:34])=[CH:29][CH:28]=1.C([O-])([O-])=O.[Cs+].[Cs+], predict the reaction product.